This data is from CYP3A4 inhibition data for predicting drug metabolism from PubChem BioAssay. The task is: Regression/Classification. Given a drug SMILES string, predict its absorption, distribution, metabolism, or excretion properties. Task type varies by dataset: regression for continuous measurements (e.g., permeability, clearance, half-life) or binary classification for categorical outcomes (e.g., BBB penetration, CYP inhibition). Dataset: cyp3a4_veith. (1) The drug is CC(C)=CCC/C(C)=C/CO/N=C1/C[C@@H](O)[C@@H](O)[C@@H]2[C@@H]3C(=O)N(C[C@@H]4CCCO4)C(=O)[C@H]3CC[C@@H]12. The result is 0 (non-inhibitor). (2) The compound is CCOC(=O)CCN1C(=O)[C@H]2CC[C@@H]3/C(=N\O[C@@H]4O[C@@H](COC(C)=O)[C@@H](OC(C)=O)[C@@H](OC(C)=O)[C@H]4OC(C)=O)C[C@@H](O)[C@@H](O)[C@@H]3[C@@H]2C1=O. The result is 0 (non-inhibitor). (3) The molecule is NC(=O)Nc1ccc([As](=O)(O)O)cc1. The result is 0 (non-inhibitor). (4) The drug is N#Cc1nc(COc2ccccc2Cl)oc1NCc1ccco1. The result is 1 (inhibitor). (5) The compound is CN(CCO)c1nc(N)c2c(N)nc3c(c2c1C#N)CC(=O)N3C1CCCC1. The result is 1 (inhibitor). (6) The molecule is COc1ccc(-n2c(CNC(=O)c3ccc(S(=O)(=O)N4CCCC4)cc3)n[nH]c2=S)cc1. The result is 1 (inhibitor). (7) The drug is O=C(Nc1ccc2oc(=O)c(C(=O)O)cc2c1)Oc1ccccc1. The result is 0 (non-inhibitor). (8) The drug is COc1cccc(-c2ccc3ncnc(NCc4cccs4)c3c2)c1. The result is 1 (inhibitor). (9) The compound is COC(=O)Cn1c(C(=O)N(C)C)cc2c1C[C@H]1CN(C(=O)c3ccccc3)[C@@](Cc3ccc(F)cc3)(C(=O)OC)[C@@H]21. The result is 1 (inhibitor).